This data is from Catalyst prediction with 721,799 reactions and 888 catalyst types from USPTO. The task is: Predict which catalyst facilitates the given reaction. (1) Reactant: [O:1]1[C:10]2[CH:9]=[CH:8][CH:7]=[C:6]([C:11]([OH:13])=[O:12])[C:5]=2[CH:4]=[CH:3][CH2:2]1. Product: [O:1]1[C:10]2[CH:9]=[CH:8][CH:7]=[C:6]([C:11]([OH:13])=[O:12])[C:5]=2[CH2:4][CH2:3][CH2:2]1. The catalyst class is: 19. (2) Reactant: [F:1][CH:2]([F:16])[C:3]1[CH:15]=[C:6]2[C:7]([CH:13]=[O:14])=[CH:8][CH:9]=[C:10]([O:11][CH3:12])[N:5]2[N:4]=1.[CH2:17]([Mg]Br)[CH3:18].[Cl-].[NH4+]. Product: [F:16][CH:2]([F:1])[C:3]1[CH:15]=[C:6]2[C:7]([CH:13]([OH:14])[CH2:17][CH3:18])=[CH:8][CH:9]=[C:10]([O:11][CH3:12])[N:5]2[N:4]=1. The catalyst class is: 1. (3) Reactant: C[Si]([N-][Si](C)(C)C)(C)C.[Na+].[C:11]([O:15][C:16]([N:18]1[CH2:24][CH2:23][C:22]2[C:25]([S:30][CH2:31][C:32]#[N:33])=[C:26]([Cl:29])[CH:27]=[CH:28][C:21]=2[CH2:20][CH2:19]1)=[O:17])([CH3:14])([CH3:13])[CH3:12].Br[CH2:35][CH2:36]Br.CN(C=O)C. Product: [C:11]([O:15][C:16]([N:18]1[CH2:24][CH2:23][C:22]2[C:25]([S:30][C:31]3([C:32]#[N:33])[CH2:36][CH2:35]3)=[C:26]([Cl:29])[CH:27]=[CH:28][C:21]=2[CH2:20][CH2:19]1)=[O:17])([CH3:14])([CH3:13])[CH3:12]. The catalyst class is: 11. (4) Reactant: [Br:1][C:2]1[CH:7]=[CH:6][C:5]([Br:8])=[CH:4][C:3]=1[S:9]([NH:12][C@@H:13]1[CH2:17][CH2:16][N:15]([C:18](OC(C)(C)C)=O)[CH2:14]1)(=[O:11])=[O:10].C([O-])([O-])=O.[K+].[K+].[CH2:31](Br)[C:32]1[CH:37]=[CH:36][CH:35]=[CH:34][CH:33]=1.C1C=CC(P(C2C=CC=CC=2)C2C=CC=CC=2)=CC=1.CC[N:60](C(C)C)C(C)C.BrC#N.C(O)C(N)(CO)CO. Product: [Br:1][C:2]1[CH:7]=[CH:6][C:5]([Br:8])=[CH:4][C:3]=1[S:9]([N:12]([C@@H:13]1[CH2:17][CH2:16][N:15]([C:18]#[N:60])[CH2:14]1)[CH2:31][C:32]1[CH:37]=[CH:36][CH:35]=[CH:34][CH:33]=1)(=[O:10])=[O:11]. The catalyst class is: 21. (5) Reactant: [CH2:1]([N:8]([CH3:28])[C:9]([CH:11]1[CH2:16][CH2:15][N:14]([C:17]([C:19]2[NH:20][C:21]3[C:26]([CH:27]=2)=[CH:25][CH:24]=[CH:23][CH:22]=3)=[O:18])[CH2:13][CH2:12]1)=[O:10])[C:2]1[CH:7]=[CH:6][CH:5]=[CH:4][CH:3]=1.[H-].[Na+].CC1C=CC(S(O[CH2:42][CH2:43][O:44][CH3:45])(=O)=O)=CC=1. Product: [CH2:1]([N:8]([CH3:28])[C:9]([CH:11]1[CH2:16][CH2:15][N:14]([C:17]([C:19]2[N:20]([CH2:42][CH2:43][O:44][CH3:45])[C:21]3[C:26]([CH:27]=2)=[CH:25][CH:24]=[CH:23][CH:22]=3)=[O:18])[CH2:13][CH2:12]1)=[O:10])[C:2]1[CH:7]=[CH:6][CH:5]=[CH:4][CH:3]=1. The catalyst class is: 384. (6) The catalyst class is: 14. Product: [NH2:10][C:8]1[C:30]2[CH:26]=[CH:27][C:28](=[O:29])[N:1]([CH2:4][CH:5]3[CH2:7][CH2:6]3)[C:2]=2[S:3][C:9]=1[N+:23]([O-:25])=[O:24]. Reactant: [N:1]([CH2:4][CH:5]1[CH2:7][CH2:6]1)=[C:2]=[S:3].[C:8](#[N:10])[CH3:9].C[Si]([N-][Si](C)(C)C)(C)C.[Na+].BrC[N+:23]([O-:25])=[O:24].[CH2:26]1[CH2:30][O:29][CH2:28][CH2:27]1. (7) Reactant: Cl[CH2:2][C:3]([NH:5][C:6]1[CH:11]=[CH:10][C:9]([C:12]([F:15])([F:14])[F:13])=[CH:8][CH:7]=1)=[O:4].C(NC(C)C)(C)C.[N:23]1([C:29]2[N:36]=[CH:35][CH:34]=[CH:33][C:30]=2[C:31]#[N:32])[CH2:28][CH2:27][NH:26][CH2:25][CH2:24]1. Product: [C:31]([C:30]1[C:29]([N:23]2[CH2:24][CH2:25][N:26]([CH2:2][C:3]([NH:5][C:6]3[CH:11]=[CH:10][C:9]([C:12]([F:15])([F:14])[F:13])=[CH:8][CH:7]=3)=[O:4])[CH2:27][CH2:28]2)=[N:36][CH:35]=[CH:34][CH:33]=1)#[N:32]. The catalyst class is: 11. (8) Reactant: [CH2:1]1[C:10]2[C:5](=[CH:6][CH:7]=[CH:8][CH:9]=2)[CH2:4][CH:3]([C:11]([OH:13])=[O:12])[NH:2]1.[CH3:14][C:15]([O:18][C:19](O[C:19]([O:18][C:15]([CH3:17])([CH3:16])[CH3:14])=[O:20])=[O:20])([CH3:17])[CH3:16]. Product: [C:19]([N:2]1[CH:3]([C:11]([OH:13])=[O:12])[CH2:4][C:5]2[C:10](=[CH:9][CH:8]=[CH:7][CH:6]=2)[CH2:1]1)([O:18][C:15]([CH3:17])([CH3:16])[CH3:14])=[O:20]. The catalyst class is: 664. (9) Reactant: [CH3:1][C:2](=[CH2:32])[C:3]#[C:4][C@@H:5]([N:11]1[CH2:16][CH2:15][C@@H:14]([CH2:17][C:18]([O:20][CH3:21])=[O:19])[CH2:13][C@H:12]1[C:22]1[CH:27]=[CH:26][C:25]([C:28]([F:31])([F:30])[F:29])=[CH:24][CH:23]=1)[CH2:6][CH2:7][CH:8]([CH3:10])[CH3:9]. Product: [CH3:9][CH:8]([CH3:10])[CH2:7][CH2:6][CH:5]([N:11]1[CH2:16][CH2:15][C@@H:14]([CH2:17][C:18]([O:20][CH3:21])=[O:19])[CH2:13][C@H:12]1[C:22]1[CH:27]=[CH:26][C:25]([C:28]([F:31])([F:29])[F:30])=[CH:24][CH:23]=1)[CH2:4][CH2:3][CH:2]([CH3:1])[CH3:32]. The catalyst class is: 94. (10) The catalyst class is: 29. Reactant: [F:1][C:2]1[CH:3]=[C:4]([CH:10]=[C:11]([N+:14]([O-])=O)[C:12]=1[CH3:13])[C:5]([O:7][CH2:8][CH3:9])=[O:6]. Product: [NH2:14][C:11]1[CH:10]=[C:4]([CH:3]=[C:2]([F:1])[C:12]=1[CH3:13])[C:5]([O:7][CH2:8][CH3:9])=[O:6].